The task is: Predict the reactants needed to synthesize the given product.. This data is from Full USPTO retrosynthesis dataset with 1.9M reactions from patents (1976-2016). (1) Given the product [F:51][C:29]([F:28])([F:50])[C:30]([CH3:31])([O:32][C:33]1[CH:38]=[CH:37][C:36]([NH2:39])=[CH:35][C:34]=1[N:42]1[C:46](=[O:47])[N:45]([CH3:48])[N:44]=[N:43]1)[CH3:49], predict the reactants needed to synthesize it. The reactants are: CC1C=C2N=C3C(=NC(NC3=O)=O)N(C[C@H](O)[C@H](O)[C@H](O)CO)C2=CC=1C.[F:28][C:29]([F:51])([F:50])[C:30]([CH3:49])([O:32][C:33]1[CH:38]=[CH:37][C:36]([N+:39]([O-])=O)=[CH:35][C:34]=1[N:42]1[C:46](=[O:47])[N:45]([CH3:48])[N:44]=[N:43]1)[CH3:31]. (2) Given the product [C:1]([OH:8])(=[O:7])/[CH:2]=[CH:3]/[C:4]([OH:6])=[O:5].[S:30]1[CH2:26][C:27](=[O:32])[NH:28][C:29]1=[O:31], predict the reactants needed to synthesize it. The reactants are: [C:1]([OH:8])(=[O:7])/[CH:2]=[CH:3]/[C:4]([OH:6])=[O:5].O.CN(CCOC1C=CC(C[CH:26]2[S:30][C:29](=[O:31])[NH:28][C:27]2=[O:32])=CC=1)C1C=CC=CN=1. (3) Given the product [F:1][C:2]1[CH:3]=[CH:4][C:5]([C:8]2[O:9][C:10]3[CH:20]=[CH:19][C:18]([C:21]4[CH:22]=[C:23]([C:24](=[O:25])[NH:40][C:37]5([C:32]6[N:33]=[CH:34][CH:35]=[CH:36][N:31]=6)[CH2:39][CH2:38]5)[CH:27]=[CH:28][C:29]=4[CH3:30])=[CH:17][C:11]=3[C:12]=2[C:13]([NH:14][CH3:15])=[O:16])=[CH:6][CH:7]=1, predict the reactants needed to synthesize it. The reactants are: [F:1][C:2]1[CH:7]=[CH:6][C:5]([C:8]2[O:9][C:10]3[CH:20]=[CH:19][C:18]([C:21]4[CH:22]=[C:23]([CH:27]=[CH:28][C:29]=4[CH3:30])[C:24](O)=[O:25])=[CH:17][C:11]=3[C:12]=2[C:13](=[O:16])[NH:14][CH3:15])=[CH:4][CH:3]=1.[N:31]1[CH:36]=[CH:35][CH:34]=[N:33][C:32]=1[C:37]1([NH2:40])[CH2:39][CH2:38]1.C1C=CC2N(O)N=NC=2C=1.CCN=C=NCCCN(C)C.Cl.C(N(C(C)C)CC)(C)C. (4) Given the product [O:7]([CH2:8][C:9]#[CH:10])[C@@H:6]1[O:11][C@@H:12]([CH3:23])[C@H:13]([OH:19])[C@@H:14]([OH:15])[C@H:5]1[OH:4], predict the reactants needed to synthesize it. The reactants are: C([O:4][C@@H:5]1[C@H:14]([O:15]C(=O)C)[C@@H:13]([O:19]C(=O)C)[C@H:12]([CH3:23])[O:11][C@H:6]1[O:7][CH2:8][C:9]#[CH:10])(=O)C.CO.[Na]. (5) The reactants are: [NH2:1][C:2]1[C:10]2[C:5](=[CH:6][CH:7]=[CH:8][C:9]=2[O:11][CH3:12])[N:4]([CH2:13][C:14]2[CH:22]=[CH:21][C:17]([C:18]([NH2:20])=[O:19])=[CH:16][CH:15]=2)[N:3]=1.[CH3:23][C:24]1[S:28][C:27]([S:29](Cl)(=[O:31])=[O:30])=[CH:26][CH:25]=1. Given the product [CH3:12][O:11][C:9]1[CH:8]=[CH:7][CH:6]=[C:5]2[C:10]=1[C:2]([NH:1][S:29]([C:27]1[S:28][C:24]([CH3:23])=[CH:25][CH:26]=1)(=[O:31])=[O:30])=[N:3][N:4]2[CH2:13][C:14]1[CH:15]=[CH:16][C:17]([C:18]([NH2:20])=[O:19])=[CH:21][CH:22]=1, predict the reactants needed to synthesize it. (6) Given the product [O:28]1[C:32]2([CH2:33][CH2:34][CH:35]([N:38]([CH2:39][C:40]3[O:41][CH:42]=[CH:43][CH:44]=3)[S:24]([C:21]3[CH:22]=[CH:23][C:18]([NH:17][C:13]4[N:12]=[C:11]([NH:10][C:5]5[CH:4]=[CH:3][C:8]([F:9])=[CH:7][CH:6]=5)[CH:16]=[CH:15][N:14]=4)=[CH:19][CH:20]=3)(=[O:25])=[O:26])[CH2:36][CH2:37]2)[O:31][CH2:30][CH2:29]1, predict the reactants needed to synthesize it. The reactants are: Cl.C[C:3]1[CH:4]=[C:5]([NH:10][C:11]2[CH:16]=[CH:15][N:14]=[C:13]([NH:17][C:18]3[CH:23]=[CH:22][C:21]([S:24](Cl)(=[O:26])=[O:25])=[CH:20][CH:19]=3)[N:12]=2)[CH:6]=[CH:7][C:8]=1[F:9].[O:28]1[C:32]2([CH2:37][CH2:36][CH:35]([NH:38][CH2:39][C:40]3[O:41][CH:42]=[CH:43][CH:44]=3)[CH2:34][CH2:33]2)[O:31][CH2:30][CH2:29]1. (7) Given the product [F:12][C:9]([F:10])([F:11])[C:7]1[CH:6]=[C:5]([C@H:13]2[O:17][C:16](=[O:18])[N:15]([CH2:19][C:20]3[C:25]([OH:26])=[N:24][CH:23]=[CH:22][N:21]=3)[C@H:14]2[CH3:28])[CH:4]=[C:3]([C:2]([F:29])([F:1])[F:30])[CH:8]=1, predict the reactants needed to synthesize it. The reactants are: [F:1][C:2]([F:30])([F:29])[C:3]1[CH:4]=[C:5]([C@H:13]2[O:17][C:16](=[O:18])[N:15]([CH2:19][C:20]3[C:25]([O:26]C)=[N:24][CH:23]=[CH:22][N:21]=3)[C@H:14]2[CH3:28])[CH:6]=[C:7]([C:9]([F:12])([F:11])[F:10])[CH:8]=1.B(Br)(Br)Br. (8) Given the product [Br:1][C:2]1[CH:3]=[C:4]([N:11]2[CH2:16][CH2:15][O:14][CH2:13][CH2:12]2)[C:5]([C:8]#[N:9])=[N:6][CH:7]=1, predict the reactants needed to synthesize it. The reactants are: [Br:1][C:2]1[CH:3]=[C:4](F)[C:5]([C:8]#[N:9])=[N:6][CH:7]=1.[NH:11]1[CH2:16][CH2:15][O:14][CH2:13][CH2:12]1.CCN(C(C)C)C(C)C.